This data is from Catalyst prediction with 721,799 reactions and 888 catalyst types from USPTO. The task is: Predict which catalyst facilitates the given reaction. Reactant: [F:1][CH:2]([F:14])[O:3][C:4]1[CH:11]=[CH:10][C:7]([CH:8]=[O:9])=[CH:6][C:5]=1[O:12][CH3:13].[BH4-].[Na+].[Cl-].[NH4+]. Product: [F:1][CH:2]([F:14])[O:3][C:4]1[CH:11]=[CH:10][C:7]([CH2:8][OH:9])=[CH:6][C:5]=1[O:12][CH3:13]. The catalyst class is: 83.